This data is from Catalyst prediction with 721,799 reactions and 888 catalyst types from USPTO. The task is: Predict which catalyst facilitates the given reaction. Reactant: [Br:1][C:2]1[C:3]([O:11][CH3:12])=[C:4]2[C:8](=[CH:9][CH:10]=1)[NH:7][N:6]=[CH:5]2.[H-].[Na+].[CH3:15]I. Product: [Br:1][C:2]1[C:3]([O:11][CH3:12])=[C:4]2[C:8](=[CH:9][CH:10]=1)[N:7]([CH3:15])[N:6]=[CH:5]2. The catalyst class is: 255.